Dataset: NCI-60 drug combinations with 297,098 pairs across 59 cell lines. Task: Regression. Given two drug SMILES strings and cell line genomic features, predict the synergy score measuring deviation from expected non-interaction effect. (1) Drug 1: C1=CC(=CC=C1CCCC(=O)O)N(CCCl)CCCl. Drug 2: COC1=C2C(=CC3=C1OC=C3)C=CC(=O)O2. Cell line: UO-31. Synergy scores: CSS=13.5, Synergy_ZIP=1.63, Synergy_Bliss=-1.40, Synergy_Loewe=-3.70, Synergy_HSA=-2.83. (2) Drug 1: C1=NC(=NC(=O)N1C2C(C(C(O2)CO)O)O)N. Drug 2: CC1=C(N=C(N=C1N)C(CC(=O)N)NCC(C(=O)N)N)C(=O)NC(C(C2=CN=CN2)OC3C(C(C(C(O3)CO)O)O)OC4C(C(C(C(O4)CO)O)OC(=O)N)O)C(=O)NC(C)C(C(C)C(=O)NC(C(C)O)C(=O)NCCC5=NC(=CS5)C6=NC(=CS6)C(=O)NCCC[S+](C)C)O. Cell line: NCI-H226. Synergy scores: CSS=31.5, Synergy_ZIP=-8.49, Synergy_Bliss=-1.36, Synergy_Loewe=0.855, Synergy_HSA=2.57. (3) Drug 1: C1=CC(=C2C(=C1NCCNCCO)C(=O)C3=C(C=CC(=C3C2=O)O)O)NCCNCCO. Drug 2: C1=CC(=CC=C1CC(C(=O)O)N)N(CCCl)CCCl.Cl. Cell line: HOP-62. Synergy scores: CSS=64.1, Synergy_ZIP=4.63, Synergy_Bliss=8.15, Synergy_Loewe=-14.6, Synergy_HSA=8.99.